Dataset: TCR-epitope binding with 47,182 pairs between 192 epitopes and 23,139 TCRs. Task: Binary Classification. Given a T-cell receptor sequence (or CDR3 region) and an epitope sequence, predict whether binding occurs between them. (1) The epitope is TPQDLNTML. The TCR CDR3 sequence is CASSDPLAGGNEQYF. Result: 0 (the TCR does not bind to the epitope). (2) The epitope is YLDAYNMMI. The TCR CDR3 sequence is CASARQPNTGELFF. Result: 0 (the TCR does not bind to the epitope).